From a dataset of Catalyst prediction with 721,799 reactions and 888 catalyst types from USPTO. Predict which catalyst facilitates the given reaction. (1) Reactant: C([Li])CCC.Br[C:7]1[CH:12]=[CH:11][C:10]([CH:13]2[CH2:15][CH2:14]2)=[CH:9][CH:8]=1.C1(C2C=CC=CC=2)CC1.[Cl:25][C:26]1[CH:27]=[CH:28][C:29]([CH:34]=[O:35])=[N:30][C:31]=1[O:32][CH3:33]. Product: [Cl:25][C:26]1[CH:27]=[CH:28][C:29]([CH:34]([C:7]2[CH:12]=[CH:11][C:10]([CH:13]3[CH2:15][CH2:14]3)=[CH:9][CH:8]=2)[OH:35])=[N:30][C:31]=1[O:32][CH3:33]. The catalyst class is: 30. (2) Reactant: [Cl:1][C:2]1[CH:7]=[CH:6][C:5]([C@H:8]([N:19]2[CH2:22][CH:21]([C@@H:23]([C:28]3[CH:33]=[C:32]([F:34])[CH:31]=[C:30]([C:35]#[N:36])[CH:29]=3)[C:24]([F:27])([CH3:26])[CH3:25])[CH2:20]2)[C:9]2[CH:10]=[C:11]([CH:16]=[CH:17][CH:18]=2)[C:12]([NH:14][NH2:15])=[O:13])=[CH:4][CH:3]=1.[C:37](Cl)(Cl)=[O:38]. Product: [Cl:1][C:2]1[CH:3]=[CH:4][C:5]([C@@H:8]([C:9]2[CH:18]=[CH:17][CH:16]=[C:11]([C:12]3[O:13][C:37](=[O:38])[NH:15][N:14]=3)[CH:10]=2)[N:19]2[CH2:22][CH:21]([C@@H:23]([C:28]3[CH:29]=[C:30]([CH:31]=[C:32]([F:34])[CH:33]=3)[C:35]#[N:36])[C:24]([F:27])([CH3:26])[CH3:25])[CH2:20]2)=[CH:6][CH:7]=1. The catalyst class is: 2. (3) The catalyst class is: 9. Reactant: Cl.[Cl:2][C:3]1[CH:4]=[C:5]([CH:24]=[CH:25][C:26]=1[Cl:27])[CH2:6][N:7]1[CH2:12][CH2:11][O:10][C@@H:9]([CH2:13][NH:14][C:15]([NH:17][CH2:18][CH2:19][CH2:20][C:21]([OH:23])=O)=[O:16])[CH2:8]1.[CH3:28][NH2:29]. Product: [Cl:2][C:3]1[CH:4]=[C:5]([CH:24]=[CH:25][C:26]=1[Cl:27])[CH2:6][N:7]1[CH2:12][CH2:11][O:10][C@@H:9]([CH2:13][NH:14][C:15]([NH:17][CH2:18][CH2:19][CH2:20][C:21]([NH:29][CH3:28])=[O:23])=[O:16])[CH2:8]1. (4) Reactant: C1(C)C=CC=CC=1.Br[C:9]1[CH:14]=[CH:13][C:12]([O:15][CH:16]2[CH2:21][CH2:20][CH2:19][CH2:18][O:17]2)=[CH:11][N:10]=1.[F:22][C:23]([F:41])([F:40])[O:24][C:25]1[CH:39]=[CH:38][C:28]([O:29][CH2:30][CH2:31][CH:32]2[CH2:37][CH2:36][NH:35][CH2:34][CH2:33]2)=[CH:27][CH:26]=1.CC(C)([O-])C.[Na+]. Product: [O:17]1[CH2:18][CH2:19][CH2:20][CH2:21][CH:16]1[O:15][C:12]1[CH:13]=[CH:14][C:9]([N:35]2[CH2:36][CH2:37][CH:32]([CH2:31][CH2:30][O:29][C:28]3[CH:38]=[CH:39][C:25]([O:24][C:23]([F:22])([F:40])[F:41])=[CH:26][CH:27]=3)[CH2:33][CH2:34]2)=[N:10][CH:11]=1. The catalyst class is: 6. (5) Reactant: [CH:1]([C:3]1[CH:4]=[C:5]([C:10]2[C:19]([N:20]([CH3:24])[CH:21]([CH3:23])[CH3:22])=[N:18][C:17]3[C:12](=[CH:13][CH:14]=[C:15]([C:25]([O:27][CH2:28][C:29]4[CH:34]=[CH:33][C:32]([O:35][CH3:36])=[CH:31][CH:30]=4)=[O:26])[CH:16]=3)[N:11]=2)[CH:6]=[CH:7][C:8]=1[OH:9])=O.[NH2:37]OS(O)(=O)=O.CO. Product: [O:9]1[C:8]2[CH:7]=[CH:6][C:5]([C:10]3[C:19]([N:20]([CH3:24])[CH:21]([CH3:23])[CH3:22])=[N:18][C:17]4[C:12](=[CH:13][CH:14]=[C:15]([C:25]([O:27][CH2:28][C:29]5[CH:30]=[CH:31][C:32]([O:35][CH3:36])=[CH:33][CH:34]=5)=[O:26])[CH:16]=4)[N:11]=3)=[CH:4][C:3]=2[CH:1]=[N:37]1. The catalyst class is: 6. (6) Reactant: [Cl:1][C:2]1[CH:7]=[C:6]([F:8])[CH:5]=[C:4]([F:9])[C:3]=1[N:10]([C:18](=[O:21])[CH2:19]Cl)[C:11]1[CH:16]=[CH:15][C:14]([CH3:17])=[CH:13][CH:12]=1.[Cl-].[Al+3].[Cl-].[Cl-].ClC1C=CC=CC=1Cl.Cl. The catalyst class is: 6. Product: [Cl:1][C:2]1[CH:7]=[C:6]([F:8])[CH:5]=[C:4]([F:9])[C:3]=1[N:10]1[C:11]2[C:16](=[CH:15][C:14]([CH3:17])=[CH:13][CH:12]=2)[CH2:19][C:18]1=[O:21]. (7) Reactant: [NH2:1][C:2]1[C:10]2[C:5](=[CH:6][CH:7]=[C:8]([Br:11])[CH:9]=2)[NH:4][C:3]=1[C:12]([NH2:14])=[O:13].[O:15]=[C:16](Cl)OC(Cl)(Cl)Cl.O. Product: [Br:11][C:8]1[CH:7]=[CH:6][C:5]2[NH:4][C:3]3[C:12](=[O:13])[NH:14][C:16](=[O:15])[NH:1][C:2]=3[C:10]=2[CH:9]=1. The catalyst class is: 12.